This data is from Reaction yield outcomes from USPTO patents with 853,638 reactions. The task is: Predict the reaction yield, written as a fraction of the theoretical maximum amount of product (1.0 means a 100% yield; for example, 0.34 means a 34% yield). (1) The yield is 0.150. The product is [Br:8][C:5]1[CH:6]=[CH:7][C:2]([NH:1][C:21](=[O:22])/[CH:20]=[CH:19]/[C:18]2[CH:24]=[CH:25][CH:26]=[C:16]([C:15]([F:27])([F:28])[F:14])[CH:17]=2)=[C:3]([C:9]2[NH:13][N:12]=[N:11][N:10]=2)[CH:4]=1. The reactants are [NH2:1][C:2]1[CH:7]=[CH:6][C:5]([Br:8])=[CH:4][C:3]=1[C:9]1[NH:13][N:12]=[N:11][N:10]=1.[F:14][C:15]([F:28])([F:27])[C:16]1[CH:17]=[C:18]([CH:24]=[CH:25][CH:26]=1)/[CH:19]=[CH:20]/[C:21](Cl)=[O:22]. No catalyst specified. (2) The reactants are [Cl-].[CH2:2]([C@H:7]1[C@H:15]([CH3:16])[O:14][C:13](=[O:17])[C@@H:12]([NH3+:18])[CH2:11][O:10][CH2:9][C@@H:8]1[O:19][CH2:20][CH2:21][CH3:22])[CH2:3][CH:4]([CH3:6])[CH3:5].C1CN([P+](ON2N=NC3C=CC=CC2=3)(N2CCCC2)N2CCCC2)CC1.F[P-](F)(F)(F)(F)F.[OH:56][C:57]1[C:58]([C:65](O)=[O:66])=[N:59][CH:60]=[CH:61][C:62]=1[O:63][CH3:64].C(N(C(C)C)C(C)C)C. The catalyst is C(Cl)Cl. The product is [OH:56][C:57]1[C:58]([C:65]([NH:18][C@H:12]2[CH2:11][O:10][CH2:9][C@H:8]([O:19][CH2:20][CH2:21][CH3:22])[C@@H:7]([CH2:2][CH2:3][CH:4]([CH3:6])[CH3:5])[C@H:15]([CH3:16])[O:14][C:13]2=[O:17])=[O:66])=[N:59][CH:60]=[CH:61][C:62]=1[O:63][CH3:64]. The yield is 0.710. (3) The reactants are [C:1]([NH:10][CH2:11][C:12]1[CH:13]=[C:14]([C:18]2[CH:23]=[CH:22][C:21]([CH:24]=[CH:25][C:26]([OH:28])=[O:27])=[CH:20][CH:19]=2)[CH:15]=[CH:16][CH:17]=1)(=[O:9])[CH2:2][CH2:3][CH2:4][CH2:5][CH2:6][CH2:7][CH3:8]. The catalyst is CO.[Pd]. The product is [C:1]([NH:10][CH2:11][C:12]1[CH:13]=[C:14]([C:18]2[CH:19]=[CH:20][C:21]([CH2:24][CH2:25][C:26]([OH:28])=[O:27])=[CH:22][CH:23]=2)[CH:15]=[CH:16][CH:17]=1)(=[O:9])[CH2:2][CH2:3][CH2:4][CH2:5][CH2:6][CH2:7][CH3:8]. The yield is 0.650. (4) The reactants are [O:1]=[C:2]1[C:10]2[C:5](=[CH:6][CH:7]=[CH:8][CH:9]=2)[C:4](=[O:11])[N:3]1[CH2:12][C:13]([OH:15])=O.C1C=CC(P(C2C=CC=CC=2)C2C=CC=CC=2)=CC=1.C(C#N)(Cl)(Cl)Cl.[NH2:41][C@@:42]([C:57]1[CH:62]=[CH:61][C:60]([O:63][CH2:64][CH2:65][CH2:66][C:67]([F:70])([F:69])[F:68])=[CH:59][CH:58]=1)([C:53]([F:56])([F:55])[F:54])[CH2:43][C:44]([C:46]1[CH:51]=[CH:50][C:49]([CH3:52])=[CH:48][CH:47]=1)=[O:45]. The catalyst is C(Cl)Cl.N1C=CC=CC=1. The product is [O:11]=[C:4]1[C:5]2[C:10](=[CH:9][CH:8]=[CH:7][CH:6]=2)[C:2](=[O:1])[N:3]1[CH2:12][C:13]([NH:41][C@:42]([C:57]1[CH:62]=[CH:61][C:60]([O:63][CH2:64][CH2:65][CH2:66][C:67]([F:68])([F:69])[F:70])=[CH:59][CH:58]=1)([CH2:43][C:44](=[O:45])[C:46]1[CH:47]=[CH:48][C:49]([CH3:52])=[CH:50][CH:51]=1)[C:53]([F:56])([F:55])[F:54])=[O:15]. The yield is 0.870. (5) The reactants are [N:1]1[C:10]2[C:5](=[CH:6][C:7]([O:11][CH2:12][CH2:13][O:14][C:15]3[CH:30]=[CH:29][C:18]([CH2:19][CH:20]([C:25]([O:27]C)=[O:26])[C:21]([O:23][CH3:24])=[O:22])=[CH:17][CH:16]=3)=[CH:8][CH:9]=2)[CH:4]=[CH:3][CH:2]=1.[OH-].[Na+]. The catalyst is CO.O1CCCC1. The product is [CH3:24][O:23][C:21]([CH:20]([CH2:19][C:18]1[CH:17]=[CH:16][C:15]([O:14][CH2:13][CH2:12][O:11][C:7]2[CH:6]=[C:5]3[C:10](=[CH:9][CH:8]=2)[N:1]=[CH:2][CH:3]=[CH:4]3)=[CH:30][CH:29]=1)[C:25]([OH:27])=[O:26])=[O:22]. The yield is 0.540.